This data is from Forward reaction prediction with 1.9M reactions from USPTO patents (1976-2016). The task is: Predict the product of the given reaction. (1) Given the reactants C([O:3][C:4](=[O:28])[CH2:5][CH:6]([C:21]1[CH:22]=[N:23][C:24]([CH3:27])=[N:25][CH:26]=1)[CH2:7][CH2:8][CH2:9][CH2:10][CH2:11][CH2:12][CH2:13][NH:14][C:15]1[N:20]=[CH:19][CH:18]=[CH:17][N:16]=1)C.[OH-].[Na+].Cl, predict the reaction product. The product is: [CH3:27][C:24]1[N:25]=[CH:26][C:21]([CH:6]([CH2:7][CH2:8][CH2:9][CH2:10][CH2:11][CH2:12][CH2:13][NH:14][C:15]2[N:16]=[CH:17][CH:18]=[CH:19][N:20]=2)[CH2:5][C:4]([OH:28])=[O:3])=[CH:22][N:23]=1. (2) Given the reactants [C:1]1([CH3:14])[CH:6]=[CH:5][C:4]([O:7][CH2:8][C:9]([O:11]CC)=[O:10])=[CH:3][CH:2]=1.[OH-].[Na+], predict the reaction product. The product is: [C:1]1([CH3:14])[CH:6]=[CH:5][C:4]([O:7][CH2:8][C:9]([OH:11])=[O:10])=[CH:3][CH:2]=1. (3) Given the reactants [NH:1]1[C:10]2[C:5](=[CH:6][CH:7]=[N:8][CH:9]=2)[CH:4]=[CH:3][C:2]1=[O:11].[H-].[Na+].Br[CH2:15][CH:16]1[O:20][CH2:19][CH2:18][O:17]1.C(OCC)(=O)C, predict the reaction product. The product is: [O:17]1[CH2:18][CH2:19][O:20][CH:16]1[CH2:15][N:1]1[C:10]2[C:5](=[CH:6][CH:7]=[N:8][CH:9]=2)[CH:4]=[CH:3][C:2]1=[O:11]. (4) Given the reactants Br[C:2]1[CH:3]=[C:4]([C:8]2[CH:13]=[CH:12][CH:11]=[CH:10][C:9]=2[O:14][CH3:15])[CH:5]=[CH:6][CH:7]=1.C([Li])CCC.[CH2:21]([O:28][C:29]1[C:34]([C:35]([CH3:38])([CH3:37])[CH3:36])=[CH:33][CH:32]=[CH:31][C:30]=1[C:39]([C:41]1[CH:46]=[CH:45][CH:44]=[CH:43][CH:42]=1)=[O:40])[C:22]1[CH:27]=[CH:26][CH:25]=[CH:24][CH:23]=1.[Cl-].[NH4+], predict the reaction product. The product is: [CH2:21]([O:28][C:29]1[C:34]([C:35]([CH3:38])([CH3:37])[CH3:36])=[CH:33][CH:32]=[CH:31][C:30]=1[C:39]([C:2]1[CH:3]=[C:4]([C:8]2[CH:13]=[CH:12][CH:11]=[CH:10][C:9]=2[O:14][CH3:15])[CH:5]=[CH:6][CH:7]=1)([C:41]1[CH:42]=[CH:43][CH:44]=[CH:45][CH:46]=1)[OH:40])[C:22]1[CH:23]=[CH:24][CH:25]=[CH:26][CH:27]=1.